This data is from Full USPTO retrosynthesis dataset with 1.9M reactions from patents (1976-2016). The task is: Predict the reactants needed to synthesize the given product. (1) Given the product [F:1][C:2]1[CH:3]=[C:4]([CH:42]=[C:43]([F:45])[CH:44]=1)[CH2:5][N:6]1[CH:10]=[C:9]([C:11]2[C:19]3[C:14](=[N:15][CH:16]=[C:17]([C:20]4[CH:25]=[CH:24][C:23]([N:26]5[CH2:27][CH2:28][N:29]([CH2:82][C@@H:83]([OH:84])[CH3:85])[CH2:30][CH2:31]5)=[N:22][CH:21]=4)[CH:18]=3)[N:13]([S:32]([C:35]3[CH:36]=[CH:37][C:38]([CH3:39])=[CH:40][CH:41]=3)(=[O:33])=[O:34])[CH:12]=2)[CH:8]=[N:7]1, predict the reactants needed to synthesize it. The reactants are: [F:1][C:2]1[CH:3]=[C:4]([CH:42]=[C:43]([F:45])[CH:44]=1)[CH2:5][N:6]1[CH:10]=[C:9]([C:11]2[C:19]3[C:14](=[N:15][CH:16]=[C:17]([C:20]4[CH:21]=[N:22][C:23]([N:26]5[CH2:31][CH2:30][NH:29][CH2:28][CH2:27]5)=[CH:24][CH:25]=4)[CH:18]=3)[N:13]([S:32]([C:35]3[CH:41]=[CH:40][C:38]([CH3:39])=[CH:37][CH:36]=3)(=[O:34])=[O:33])[CH:12]=2)[CH:8]=[N:7]1.FC1C=C(C=C(F)C=1)CN1C=C(C2C3C(=NC=C(C4C=NC(N5CCN(C)CC5)=CC=4)C=3)NC=2)C=N1.[CH3:82][C@H:83]1[CH2:85][O:84]1.CCN(C(C)C)C(C)C. (2) Given the product [CH:21]1([C:19]([NH:18][C:16]2[N:17]=[C:12]3[CH:11]=[CH:10][C:9]([O:8][C:4]4[CH:3]=[C:2]([NH:31][C:29](=[O:30])[C:28]5[CH:32]=[CH:33][CH:34]=[C:26]([C:25]([F:35])([F:36])[F:24])[CH:27]=5)[CH:7]=[N:6][CH:5]=4)=[N:14][N:13]3[CH:15]=2)=[O:20])[CH2:23][CH2:22]1, predict the reactants needed to synthesize it. The reactants are: Br[C:2]1[CH:3]=[C:4]([O:8][C:9]2[CH:10]=[CH:11][C:12]3[N:13]([CH:15]=[C:16]([NH:18][C:19]([CH:21]4[CH2:23][CH2:22]4)=[O:20])[N:17]=3)[N:14]=2)[CH:5]=[N:6][CH:7]=1.[F:24][C:25]([F:36])([F:35])[C:26]1[CH:27]=[C:28]([CH:32]=[CH:33][CH:34]=1)[C:29]([NH2:31])=[O:30].N[C@@H]1CCCC[C@H]1N.C(=O)([O-])[O-].[K+].[K+]. (3) Given the product [C:1]([O:5][C:6]([N:8]1[C@@H:12]([CH2:13][CH2:14][C:15]2([C:18]3[CH:19]=[CH:20][C:21]([Cl:24])=[CH:22][CH:23]=3)[CH2:17][CH2:16]2)[CH2:11][O:10][C:9]1([CH3:26])[CH3:25])=[O:7])([CH3:4])([CH3:2])[CH3:3], predict the reactants needed to synthesize it. The reactants are: [C:1]([O:5][C:6]([N:8]1[C@@H:12](/[CH:13]=[CH:14]\[C:15]2([C:18]3[CH:23]=[CH:22][C:21]([Cl:24])=[CH:20][CH:19]=3)[CH2:17][CH2:16]2)[CH2:11][O:10][C:9]1([CH3:26])[CH3:25])=[O:7])([CH3:4])([CH3:3])[CH3:2].